From a dataset of Forward reaction prediction with 1.9M reactions from USPTO patents (1976-2016). Predict the product of the given reaction. (1) Given the reactants [C:1]1([CH2:7][CH2:8][C:9]2[N:13]3[CH:14]=[CH:15][CH:16]=[CH:17][C:12]3=[N:11][C:10]=2[C:18]([OH:20])=O)[CH:6]=[CH:5][CH:4]=[CH:3][CH:2]=1.[CH3:21][CH:22]([CH3:46])[CH2:23][NH:24][C@H:25]1[CH2:30][C@@H:29]([C:31]([N:33]2[CH2:38][CH2:37][O:36][CH2:35][CH2:34]2)=[O:32])[CH2:28][N:27]([C:39]([O:41][C:42]([CH3:45])([CH3:44])[CH3:43])=[O:40])[CH2:26]1.C(N(CC)C(C)C)(C)C.F[P-](F)(F)(F)(F)F.ClC(N(C)C)=[N+](C)C, predict the reaction product. The product is: [CH3:21][CH:22]([CH3:46])[CH2:23][N:24]([C:18]([C:10]1[N:11]=[C:12]2[CH:17]=[CH:16][CH:15]=[CH:14][N:13]2[C:9]=1[CH2:8][CH2:7][C:1]1[CH:2]=[CH:3][CH:4]=[CH:5][CH:6]=1)=[O:20])[C@H:25]1[CH2:30][C@@H:29]([C:31]([N:33]2[CH2:38][CH2:37][O:36][CH2:35][CH2:34]2)=[O:32])[CH2:28][N:27]([C:39]([O:41][C:42]([CH3:43])([CH3:45])[CH3:44])=[O:40])[CH2:26]1. (2) Given the reactants [CH2:1]([O:3][C:4]([C:6]1([NH2:15])[CH2:14][C:13]2[C:8](=[CH:9][CH:10]=[CH:11][CH:12]=2)[CH2:7]1)=[O:5])[CH3:2].[O:16]1[C:20]2[C:21]([CH:25]=O)=[CH:22][CH:23]=[CH:24][C:19]=2[CH2:18][CH2:17]1.C1([SiH3])C=CC=CC=1.C([Sn](Cl)(Cl)CCCC)CCC, predict the reaction product. The product is: [CH2:1]([O:3][C:4]([C:6]1([NH:15][CH2:25][C:21]2[C:20]3[O:16][CH2:17][CH2:18][C:19]=3[CH:24]=[CH:23][CH:22]=2)[CH2:14][C:13]2[C:8](=[CH:9][CH:10]=[CH:11][CH:12]=2)[CH2:7]1)=[O:5])[CH3:2]. (3) Given the reactants [F:1][C:2]([CH3:17])([CH3:16])[CH2:3][O:4][C:5]1[CH:14]=[CH:13][C:8]([C:9]([O:11]C)=[O:10])=[CH:7][C:6]=1[CH3:15].[OH-].[Na+], predict the reaction product. The product is: [F:1][C:2]([CH3:17])([CH3:16])[CH2:3][O:4][C:5]1[CH:14]=[CH:13][C:8]([C:9]([OH:11])=[O:10])=[CH:7][C:6]=1[CH3:15]. (4) Given the reactants [OH:1][CH:2]([CH3:13])[CH2:3][NH:4][C:5](=[O:12])[C:6]1[CH:11]=[CH:10][CH:9]=[CH:8][CH:7]=1.C[N+]1([O-])CCOCC1, predict the reaction product. The product is: [O:1]=[C:2]([CH3:13])[CH2:3][NH:4][C:5](=[O:12])[C:6]1[CH:11]=[CH:10][CH:9]=[CH:8][CH:7]=1. (5) Given the reactants [CH2:1]([C:5]1([CH2:28][CH2:29][CH2:30][CH3:31])[NH:11][CH:10]([C:12]2[CH:17]=[CH:16][CH:15]=[CH:14][CH:13]=2)[C:9]2[CH:18]=[C:19]([O:24][CH3:25])[C:20]([CH:22]=O)=[CH:21][C:8]=2[S:7](=[O:27])(=[O:26])[CH2:6]1)[CH2:2][CH2:3][CH3:4].[NH2:32][CH:33]([CH2:39][C:40]([O:42][CH3:43])=[O:41])[CH2:34][C:35]([O:37][CH3:38])=[O:36].C(O)(=O)C.C([O-])([O-])=O.[Na+].[Na+], predict the reaction product. The product is: [CH2:1]([C:5]1([CH2:28][CH2:29][CH2:30][CH3:31])[NH:11][CH:10]([C:12]2[CH:17]=[CH:16][CH:15]=[CH:14][CH:13]=2)[C:9]2[CH:18]=[C:19]([O:24][CH3:25])[C:20]([CH2:22][NH:32][CH:33]([CH2:34][C:35]([O:37][CH3:38])=[O:36])[CH2:39][C:40]([O:42][CH3:43])=[O:41])=[CH:21][C:8]=2[S:7](=[O:26])(=[O:27])[CH2:6]1)[CH2:2][CH2:3][CH3:4]. (6) Given the reactants [OH:1][CH:2]1[CH2:7][CH2:6][N:5]([C:8]([O:10][C:11]([CH3:14])([CH3:13])[CH3:12])=[O:9])[CH2:4][CH2:3]1.CC(C)([O-])C.[K+].[CH2:21]1[CH2:25]OC[CH2:22]1.Cl[CH:27]1[N:32](C)[C:31]([Cl:34])=CC=[N:28]1, predict the reaction product. The product is: [Cl:34][C:31]1[N:32]=[CH:27][N:28]=[C:25]([O:1][CH:2]2[CH2:3][CH2:4][N:5]([C:8]([O:10][C:11]([CH3:14])([CH3:13])[CH3:12])=[O:9])[CH2:6][CH2:7]2)[C:21]=1[CH3:22]. (7) Given the reactants [OH:1][CH:2]([CH2:8][CH2:9][CH:10]=[CH:11][CH:12]=[CH:13][CH3:14])[CH2:3][C:4]([O:6]C)=O.[CH2:15]([NH2:19])[CH:16]([CH3:18])[CH3:17], predict the reaction product. The product is: [CH2:15]([NH:19][C:4](=[O:6])[CH2:3][CH:2]([OH:1])[CH2:8][CH2:9][CH:10]=[CH:11][CH:12]=[CH:13][CH3:14])[CH:16]([CH3:18])[CH3:17]. (8) Given the reactants [N+:1]([C:4]1[CH:9]=[CH:8][CH:7]=[CH:6][C:5]=1[NH:10][C:11]1[CH:21]=[CH:20][C:14]([C:15]([O:17][CH2:18][CH3:19])=[O:16])=[CH:13][CH:12]=1)([O-])=O, predict the reaction product. The product is: [NH2:1][C:4]1[CH:9]=[CH:8][CH:7]=[CH:6][C:5]=1[NH:10][C:11]1[CH:21]=[CH:20][C:14]([C:15]([O:17][CH2:18][CH3:19])=[O:16])=[CH:13][CH:12]=1. (9) Given the reactants [C:1]([C:3]1[N:8]=[CH:7][C:6]([NH:9][C:10](=[O:15])[C:11]([F:14])([F:13])[F:12])=[CH:5][CH:4]=1)#[N:2].C1C=C(Cl)C=C(C(OO)=[O:24])C=1.OS([O-])=O.[Na+].C([O-])(O)=O.[Na+], predict the reaction product. The product is: [C:1]([C:3]1[N:8]=[CH:7][C:6]([NH+:9]([O-:24])[C:10](=[O:15])[C:11]([F:12])([F:13])[F:14])=[CH:5][CH:4]=1)#[N:2].